Dataset: NCI-60 drug combinations with 297,098 pairs across 59 cell lines. Task: Regression. Given two drug SMILES strings and cell line genomic features, predict the synergy score measuring deviation from expected non-interaction effect. Drug 1: CC1=C(C=C(C=C1)NC(=O)C2=CC=C(C=C2)CN3CCN(CC3)C)NC4=NC=CC(=N4)C5=CN=CC=C5. Drug 2: CC1=C2C(C(=O)C3(C(CC4C(C3C(C(C2(C)C)(CC1OC(=O)C(C(C5=CC=CC=C5)NC(=O)OC(C)(C)C)O)O)OC(=O)C6=CC=CC=C6)(CO4)OC(=O)C)O)C)O. Cell line: SK-OV-3. Synergy scores: CSS=9.11, Synergy_ZIP=4.11, Synergy_Bliss=6.42, Synergy_Loewe=2.88, Synergy_HSA=4.82.